Task: Predict the reactants needed to synthesize the given product.. Dataset: Full USPTO retrosynthesis dataset with 1.9M reactions from patents (1976-2016) Given the product [Cl:1][C:2]1[CH:3]=[CH:4][C:5]([C:6]([N:52]([C@@H:45]([C@H:44]([O:43][CH3:42])[CH3:54])[CH2:46][N:47]2[CH2:48][CH:49]([OH:51])[CH2:50]2)[CH3:53])=[O:8])=[CH:9][CH:10]=1, predict the reactants needed to synthesize it. The reactants are: [Cl:1][C:2]1[CH:10]=[CH:9][C:5]([C:6]([OH:8])=O)=[CH:4][CH:3]=1.CCN(C(C)C)C(C)C.CN(C(ON1N=NC2C=CC=CC1=2)=[N+](C)C)C.[B-](F)(F)(F)F.[CH3:42][O:43][C@H:44]([CH3:54])[C@H:45]([NH:52][CH3:53])[CH2:46][N:47]1[CH2:50][CH:49]([OH:51])[CH2:48]1.C([O-])(O)=O.[Na+].